Dataset: Catalyst prediction with 721,799 reactions and 888 catalyst types from USPTO. Task: Predict which catalyst facilitates the given reaction. (1) Reactant: [F:1][C:2]1[CH:7]=[C:6]([CH3:8])[C:5]([S:9][CH2:10][C:11]([F:14])([F:13])[F:12])=[CH:4][C:3]=1[N:15]1[C:19]([C:20]([O:22]CC)=[O:21])=[CH:18][C:17]([O:25][CH2:26][C:27]([F:33])([F:32])[C:28]([F:31])([F:30])[F:29])=[N:16]1.[OH-].[K+].Cl. Product: [F:1][C:2]1[CH:7]=[C:6]([CH3:8])[C:5]([S:9][CH2:10][C:11]([F:13])([F:12])[F:14])=[CH:4][C:3]=1[N:15]1[C:19]([C:20]([OH:22])=[O:21])=[CH:18][C:17]([O:25][CH2:26][C:27]([F:32])([F:33])[C:28]([F:29])([F:30])[F:31])=[N:16]1. The catalyst class is: 40. (2) Product: [CH2:1]([O:3][C:4]([C:6]1[CH:7]([NH:23][C:24](=[O:27])[CH2:25][CH3:26])[C:8]2[C:13]([C:14]=1[C:15]1[CH:20]=[CH:19][CH:18]=[CH:17][CH:16]=1)=[CH:12][CH:11]=[C:10]([O:21][CH3:22])[CH:9]=2)=[O:5])[CH3:2]. The catalyst class is: 4. Reactant: [CH2:1]([O:3][C:4]([C:6]1[CH:7]([NH2:23])[C:8]2[C:13]([C:14]=1[C:15]1[CH:20]=[CH:19][CH:18]=[CH:17][CH:16]=1)=[CH:12][CH:11]=[C:10]([O:21][CH3:22])[CH:9]=2)=[O:5])[CH3:2].[C:24](Cl)(=[O:27])[CH2:25][CH3:26].C(N(CC)CC)C. (3) Reactant: C([N:8](CC1C=CC=CC=1)[CH:9]([C:16]1[CH:21]=[CH:20][CH:19]=[C:18]([C:22]([F:25])([F:24])[F:23])[CH:17]=1)[CH:10]([OH:15])[C:11]([F:14])([F:13])[F:12])C1C=CC=CC=1.[H][H]. Product: [NH2:8][CH:9]([C:16]1[CH:21]=[CH:20][CH:19]=[C:18]([C:22]([F:23])([F:24])[F:25])[CH:17]=1)[CH:10]([OH:15])[C:11]([F:12])([F:14])[F:13]. The catalyst class is: 105. (4) The catalyst class is: 8. Product: [C:1]([OH:8])(=[O:7])/[CH:2]=[CH:3]\[C:4]([OH:6])=[O:5].[CH3:13][O:14][C:15]1[CH:16]=[C:17]([C:23]2[C@H:32]3[C@H:27]([CH2:28][CH:29]=[CH:30][CH2:31]3)[C:26](=[O:33])[N:25]([CH2:34][C:35]3[CH:36]=[CH:37][C:38]([CH2:41][N:42]4[CH2:43][CH2:44][O:45][CH2:46][CH2:47]4)=[CH:39][CH:40]=3)[N:24]=2)[CH:18]=[CH:19][C:20]=1[O:21][CH3:22]. Reactant: [C:1]([OH:8])(=[O:7])/[CH:2]=[CH:3]\[C:4]([OH:6])=[O:5].CC(O)C.[CH3:13][O:14][C:15]1[CH:16]=[C:17]([C:23]2[C@H:32]3[C@H:27]([CH2:28][CH:29]=[CH:30][CH2:31]3)[C:26](=[O:33])[N:25]([CH2:34][C:35]3[CH:40]=[CH:39][C:38]([CH2:41][N:42]4[CH2:47][CH2:46][O:45][CH2:44][CH2:43]4)=[CH:37][CH:36]=3)[N:24]=2)[CH:18]=[CH:19][C:20]=1[O:21][CH3:22]. (5) Reactant: C[O:2][C:3]1[N:4]=[CH:5][C:6]2[CH2:12][N:11]([S:13]([CH3:16])(=[O:15])=[O:14])[CH2:10][CH2:9][C:7]=2[N:8]=1.Cl. Product: [CH3:16][S:13]([N:11]1[CH2:10][CH2:9][C:7]2[N:8]=[C:3]([OH:2])[N:4]=[CH:5][C:6]=2[CH2:12]1)(=[O:14])=[O:15]. The catalyst class is: 5. (6) Reactant: [CH:1]1([N:7]([C:21]2[CH:26]=[CH:25][C:24]([O:27][CH3:28])=[CH:23][CH:22]=2)[CH:8]2[CH2:13][CH2:12][N:11](C(OC(C)(C)C)=O)[CH2:10][CH2:9]2)[CH2:6][CH2:5][CH2:4][CH2:3][CH2:2]1. Product: [CH:1]1([N:7]([C:21]2[CH:22]=[CH:23][C:24]([O:27][CH3:28])=[CH:25][CH:26]=2)[CH:8]2[CH2:9][CH2:10][NH:11][CH2:12][CH2:13]2)[CH2:2][CH2:3][CH2:4][CH2:5][CH2:6]1. The catalyst class is: 89.